Regression. Given two drug SMILES strings and cell line genomic features, predict the synergy score measuring deviation from expected non-interaction effect. From a dataset of NCI-60 drug combinations with 297,098 pairs across 59 cell lines. Cell line: OVCAR3. Drug 2: CN1C2=C(C=C(C=C2)N(CCCl)CCCl)N=C1CCCC(=O)O.Cl. Synergy scores: CSS=-4.29, Synergy_ZIP=4.70, Synergy_Bliss=4.29, Synergy_Loewe=0.703, Synergy_HSA=-1.16. Drug 1: CC1=CC=C(C=C1)C2=CC(=NN2C3=CC=C(C=C3)S(=O)(=O)N)C(F)(F)F.